This data is from Catalyst prediction with 721,799 reactions and 888 catalyst types from USPTO. The task is: Predict which catalyst facilitates the given reaction. The catalyst class is: 336. Reactant: Br[C:2]1[CH:3]=[C:4]([C:8](=[O:10])[CH3:9])[CH:5]=[N:6][CH:7]=1.[C:11]1(B(O)O)[CH:16]=[CH:15][CH:14]=[CH:13][CH:12]=1.C1(C)C=CC=CC=1.C(=O)([O-])[O-].[Na+].[Na+]. Product: [C:11]1([C:2]2[CH:3]=[C:4]([C:8](=[O:10])[CH3:9])[CH:5]=[N:6][CH:7]=2)[CH:16]=[CH:15][CH:14]=[CH:13][CH:12]=1.